From a dataset of NCI-60 drug combinations with 297,098 pairs across 59 cell lines. Regression. Given two drug SMILES strings and cell line genomic features, predict the synergy score measuring deviation from expected non-interaction effect. (1) Drug 1: CC1=CC2C(CCC3(C2CCC3(C(=O)C)OC(=O)C)C)C4(C1=CC(=O)CC4)C. Drug 2: CCCCCOC(=O)NC1=NC(=O)N(C=C1F)C2C(C(C(O2)C)O)O. Cell line: PC-3. Synergy scores: CSS=-4.02, Synergy_ZIP=1.29, Synergy_Bliss=-0.162, Synergy_Loewe=-3.45, Synergy_HSA=-3.39. (2) Drug 1: C1=C(C(=O)NC(=O)N1)N(CCCl)CCCl. Drug 2: CC(C1=C(C=CC(=C1Cl)F)Cl)OC2=C(N=CC(=C2)C3=CN(N=C3)C4CCNCC4)N. Cell line: SNB-75. Synergy scores: CSS=20.1, Synergy_ZIP=-7.23, Synergy_Bliss=1.76, Synergy_Loewe=-0.402, Synergy_HSA=1.05.